Task: Predict the reaction yield, written as a fraction of the theoretical maximum amount of product (1.0 means a 100% yield; for example, 0.34 means a 34% yield).. Dataset: Reaction yield outcomes from USPTO patents with 853,638 reactions (1) The reactants are [N:1]([CH2:4][C:5]1[CH:14]=[CH:13][C:8]([C:9]([O:11][CH3:12])=[O:10])=[C:7]([Cl:15])[CH:6]=1)=[N+]=[N-].[CH3:16][C:17]([O:20][C:21](O[C:21]([O:20][C:17]([CH3:19])([CH3:18])[CH3:16])=[O:22])=[O:22])([CH3:19])[CH3:18]. The catalyst is C(O)C.[Pd]. The product is [C:17]([O:20][C:21]([NH:1][CH2:4][C:5]1[CH:14]=[CH:13][C:8]([C:9]([O:11][CH3:12])=[O:10])=[C:7]([Cl:15])[CH:6]=1)=[O:22])([CH3:19])([CH3:18])[CH3:16]. The yield is 0.700. (2) The reactants are C(OC([N:8]1[CH2:12][CH2:11][CH:10]([C:13]2[CH:18]=[CH:17][C:16]([NH:19][C:20](=[O:29])[C@@H:21]([C:23]3[CH:28]=[CH:27][CH:26]=[CH:25][CH:24]=3)[CH3:22])=[CH:15][CH:14]=2)[CH2:9]1)=O)(C)(C)C.Cl.[OH-].[Na+]. The catalyst is C1COCC1.O1CCOCC1.C(OCC)(=O)C.C1COCC1. The product is [C:23]1([C@@H:21]([CH3:22])[C:20]([NH:19][C:16]2[CH:15]=[CH:14][C:13]([CH:10]3[CH2:11][CH2:12][NH:8][CH2:9]3)=[CH:18][CH:17]=2)=[O:29])[CH:24]=[CH:25][CH:26]=[CH:27][CH:28]=1. The yield is 0.830. (3) The reactants are [F:1][C:2]1[CH:7]=[C:6]([F:8])[CH:5]=[CH:4][C:3]=1[C:9](=[O:11])[CH3:10].[Cl:12][C:13]1[N:14]=[N:15][C:16](Cl)=[CH:17][CH:18]=1.[H-].[Na+]. The catalyst is COCCOC. The product is [Cl:12][C:13]1[N:14]=[N:15][C:16]([CH2:10][C:9]([C:3]2[CH:4]=[CH:5][C:6]([F:8])=[CH:7][C:2]=2[F:1])=[O:11])=[CH:17][CH:18]=1. The yield is 0.570. (4) The yield is 1.00. The catalyst is C(Cl)Cl. The product is [CH2:5]([C@H:4]1[N:7]([CH2:8][C:9]2[CH:14]=[CH:13][C:12]([O:15][CH3:16])=[CH:11][CH:10]=2)[C:17](=[O:28])[C@H:18]([CH3:19])[NH:20][C:21]1=[O:22])[CH3:6]. The reactants are COC(=O)[C@H:4]([N:7]([C:17](=[O:28])[C@@H:18]([NH:20][C:21](OC(C)(C)C)=[O:22])[CH3:19])[CH2:8][C:9]1[CH:14]=[CH:13][C:12]([O:15][CH3:16])=[CH:11][CH:10]=1)[CH2:5][CH3:6].C(O)(C(F)(F)F)=O.